This data is from Full USPTO retrosynthesis dataset with 1.9M reactions from patents (1976-2016). The task is: Predict the reactants needed to synthesize the given product. (1) Given the product [C:2]([C:5]1[C:10](=[O:11])[NH:9][C:8](/[C:13](/[C:32]2[CH:37]=[CH:36][C:35]([C:38]([CH3:41])([CH3:40])[CH3:39])=[CH:34][CH:33]=2)=[CH:14]/[C@H:15]2[CH2:16][CH2:17][C:18](=[O:31])[NH:19]2)=[CH:7][CH:6]=1)(=[O:4])[CH3:3], predict the reactants needed to synthesize it. The reactants are: Br.[C:2]([C:5]1[CH:6]=[CH:7][C:8](/[C:13](/[C:32]2[CH:37]=[CH:36][C:35]([C:38]([CH3:41])([CH3:40])[CH3:39])=[CH:34][CH:33]=2)=[CH:14]/[C@@H:15]2[N:19](CC3C=CC(OC)=CC=3OC)[C:18](=[O:31])[CH2:17][CH2:16]2)=[N:9][C:10]=1[O:11]C)(=[O:4])[CH3:3].O. (2) Given the product [C:1]12([CH2:11][S:12]([O-:15])(=[O:13])=[O:14])[C:8]([CH3:10])([CH3:9])[CH:5]([CH2:6][CH2:7]1)[CH2:4][C:2]2=[O:3].[CH3:24][O:27][N:31]1[CH2:32][N:33]([O:3][CH3:2])[CH2:34][N:35]([N+:16]23[CH2:23][CH2:22][CH:19]([CH2:20][CH2:21]2)[CH2:18][CH2:17]3)[CH2:30]1, predict the reactants needed to synthesize it. The reactants are: [C:1]12([CH2:11][S:12]([O-:15])(=[O:14])=[O:13])[C:8]([CH3:10])([CH3:9])[CH:5]([CH2:6][CH2:7]1)[CH2:4][C:2]2=[O:3].[NH+:16]12[CH2:23][CH2:22][CH:19]([CH2:20][CH2:21]1)[CH2:18][CH2:17]2.[C:24](=[O:27])(O)[O-].[Na+].Cl[C:30]1[N:35]=[C:34](OC)[N:33]=[C:32](OC)[N:31]=1. (3) Given the product [C:2]1([NH:1][CH2:9][Si:10]([O:11][CH2:12][CH3:13])([O:17][CH2:18][CH3:19])[O:14][CH2:15][CH3:16])[CH:7]=[CH:6][CH:5]=[CH:4][CH:3]=1, predict the reactants needed to synthesize it. The reactants are: [NH2:1][C:2]1[CH:7]=[CH:6][CH:5]=[CH:4][CH:3]=1.Cl[CH2:9][Si:10]([O:17][CH2:18][CH3:19])([O:14][CH2:15][CH3:16])[O:11][CH2:12][CH3:13].C(N)CN.